This data is from NCI-60 drug combinations with 297,098 pairs across 59 cell lines. The task is: Regression. Given two drug SMILES strings and cell line genomic features, predict the synergy score measuring deviation from expected non-interaction effect. (1) Drug 1: C1=CC(=CC=C1CCC2=CNC3=C2C(=O)NC(=N3)N)C(=O)NC(CCC(=O)O)C(=O)O. Drug 2: CC1C(C(=O)NC(C(=O)N2CCCC2C(=O)N(CC(=O)N(C(C(=O)O1)C(C)C)C)C)C(C)C)NC(=O)C3=C4C(=C(C=C3)C)OC5=C(C(=O)C(=C(C5=N4)C(=O)NC6C(OC(=O)C(N(C(=O)CN(C(=O)C7CCCN7C(=O)C(NC6=O)C(C)C)C)C)C(C)C)C)N)C. Cell line: A498. Synergy scores: CSS=16.6, Synergy_ZIP=1.47, Synergy_Bliss=1.21, Synergy_Loewe=-0.132, Synergy_HSA=0.547. (2) Drug 1: CC1=CC2C(CCC3(C2CCC3(C(=O)C)OC(=O)C)C)C4(C1=CC(=O)CC4)C. Drug 2: CC(C)(C#N)C1=CC(=CC(=C1)CN2C=NC=N2)C(C)(C)C#N. Cell line: HOP-62. Synergy scores: CSS=-10.3, Synergy_ZIP=1.29, Synergy_Bliss=-5.32, Synergy_Loewe=-9.74, Synergy_HSA=-11.0. (3) Drug 1: CCN(CC)CCNC(=O)C1=C(NC(=C1C)C=C2C3=C(C=CC(=C3)F)NC2=O)C. Drug 2: CC(C)CN1C=NC2=C1C3=CC=CC=C3N=C2N. Cell line: CAKI-1. Synergy scores: CSS=10.6, Synergy_ZIP=-4.50, Synergy_Bliss=-5.70, Synergy_Loewe=-6.56, Synergy_HSA=-8.29. (4) Drug 1: CC1C(C(CC(O1)OC2CC(OC(C2O)C)OC3=CC4=CC5=C(C(=O)C(C(C5)C(C(=O)C(C(C)O)O)OC)OC6CC(C(C(O6)C)O)OC7CC(C(C(O7)C)O)OC8CC(C(C(O8)C)O)(C)O)C(=C4C(=C3C)O)O)O)O. Drug 2: C#CCC(CC1=CN=C2C(=N1)C(=NC(=N2)N)N)C3=CC=C(C=C3)C(=O)NC(CCC(=O)O)C(=O)O. Cell line: MCF7. Synergy scores: CSS=23.0, Synergy_ZIP=0.809, Synergy_Bliss=1.08, Synergy_Loewe=1.33, Synergy_HSA=0.776. (5) Drug 1: CC1C(C(CC(O1)OC2CC(CC3=C2C(=C4C(=C3O)C(=O)C5=C(C4=O)C(=CC=C5)OC)O)(C(=O)C)O)N)O.Cl. Drug 2: C1CCC(CC1)NC(=O)N(CCCl)N=O. Cell line: ACHN. Synergy scores: CSS=35.9, Synergy_ZIP=6.88, Synergy_Bliss=8.41, Synergy_Loewe=-10.2, Synergy_HSA=9.81. (6) Drug 1: CC(C)(C#N)C1=CC(=CC(=C1)CN2C=NC=N2)C(C)(C)C#N. Drug 2: N.N.Cl[Pt+2]Cl. Cell line: NCIH23. Synergy scores: CSS=37.8, Synergy_ZIP=2.31, Synergy_Bliss=-1.23, Synergy_Loewe=-8.09, Synergy_HSA=-7.61. (7) Drug 1: CC1OCC2C(O1)C(C(C(O2)OC3C4COC(=O)C4C(C5=CC6=C(C=C35)OCO6)C7=CC(=C(C(=C7)OC)O)OC)O)O. Drug 2: CCC1(CC2CC(C3=C(CCN(C2)C1)C4=CC=CC=C4N3)(C5=C(C=C6C(=C5)C78CCN9C7C(C=CC9)(C(C(C8N6C=O)(C(=O)OC)O)OC(=O)C)CC)OC)C(=O)OC)O.OS(=O)(=O)O. Cell line: HCT-15. Synergy scores: CSS=43.9, Synergy_ZIP=3.68, Synergy_Bliss=6.46, Synergy_Loewe=5.57, Synergy_HSA=5.38.